This data is from Full USPTO retrosynthesis dataset with 1.9M reactions from patents (1976-2016). The task is: Predict the reactants needed to synthesize the given product. Given the product [C:1]([O:5][C:6](=[O:20])[NH:7][C:8]1[CH:13]=[C:12]([CH3:14])[C:11]([C:15]([F:18])([F:17])[F:16])=[CH:10][C:9]=1[NH:19][C:26](=[O:25])[CH2:27][C:28]([C:30]1[CH:35]=[CH:34][CH:33]=[C:32]([C:36]2[CH:37]=[N:38][C:39]([CH:42]([CH3:43])[CH3:44])=[CH:40][CH:41]=2)[CH:31]=1)=[O:29])([CH3:4])([CH3:2])[CH3:3], predict the reactants needed to synthesize it. The reactants are: [C:1]([O:5][C:6](=[O:20])[NH:7][C:8]1[CH:13]=[C:12]([CH3:14])[C:11]([C:15]([F:18])([F:17])[F:16])=[CH:10][C:9]=1[NH2:19])([CH3:4])([CH3:3])[CH3:2].C([O:25][C:26](=O)[CH2:27][C:28]([C:30]1[CH:35]=[CH:34][CH:33]=[C:32]([C:36]2[CH:37]=[N:38][C:39]([CH:42]([CH3:44])[CH3:43])=[CH:40][CH:41]=2)[CH:31]=1)=[O:29])(C)(C)C.